The task is: Regression. Given a peptide amino acid sequence and an MHC pseudo amino acid sequence, predict their binding affinity value. This is MHC class I binding data.. This data is from Peptide-MHC class I binding affinity with 185,985 pairs from IEDB/IMGT. (1) The MHC is HLA-B58:01 with pseudo-sequence HLA-B58:01. The binding affinity (normalized) is 1.00. The peptide sequence is MSFSDTFEM. (2) The peptide sequence is ILHVDNHIGI. The MHC is HLA-A02:06 with pseudo-sequence HLA-A02:06. The binding affinity (normalized) is 0.216. (3) The peptide sequence is FLPSDYFPSV. The MHC is HLA-C06:02 with pseudo-sequence HLA-C06:02. The binding affinity (normalized) is 0.399.